This data is from Reaction yield outcomes from USPTO patents with 853,638 reactions. The task is: Predict the reaction yield, written as a fraction of the theoretical maximum amount of product (1.0 means a 100% yield; for example, 0.34 means a 34% yield). (1) The catalyst is C(Cl)Cl. The yield is 0.910. The reactants are [F:1][C:2]1[CH:3]=[C:4]2[C:9](=[CH:10][CH:11]=1)[N:8]=[C:7]([C:12]1[CH:17]=[CH:16][CH:15]=[CH:14][C:13]=1[OH:18])[N:6]=[C:5]2[N:19]1[CH2:23][CH2:22][C@@H:21]([NH:24][C:25]([CH:27]2[CH2:29][CH2:28]2)=[O:26])[CH2:20]1.[ClH:30].CCOCC. The product is [ClH:30].[F:1][C:2]1[CH:3]=[C:4]2[C:9](=[CH:10][CH:11]=1)[N:8]=[C:7]([C:12]1[CH:17]=[CH:16][CH:15]=[CH:14][C:13]=1[OH:18])[N:6]=[C:5]2[N:19]1[CH2:23][CH2:22][C@@H:21]([NH:24][C:25]([CH:27]2[CH2:28][CH2:29]2)=[O:26])[CH2:20]1. (2) The reactants are [Cl:1][C:2]1[CH:3]=[C:4]([C:13]2[CH:17]=[CH:16][S:15][CH:14]=2)[C:5]2[O:9][CH:8]([CH2:10][NH2:11])[CH2:7][C:6]=2[CH:12]=1.Cl[C:19]([O:21][CH2:22][C:23]1[CH:28]=[CH:27][CH:26]=[CH:25][CH:24]=1)=[O:20].C(N(C(C)C)CC)(C)C. No catalyst specified. The product is [Cl:1][C:2]1[CH:3]=[C:4]([C:13]2[CH:17]=[CH:16][S:15][CH:14]=2)[C:5]2[O:9][CH:8]([CH2:10][NH:11][C:19](=[O:20])[O:21][CH2:22][C:23]3[CH:28]=[CH:27][CH:26]=[CH:25][CH:24]=3)[CH2:7][C:6]=2[CH:12]=1. The yield is 0.810. (3) The reactants are [CH3:1][C:2]1([CH3:21])[C:10]2[C:5](=[CH:6][CH:7]=[CH:8][CH:9]=2)[C@@H:4]([NH:11][C@H](C2C=CC=CC=2)CO)[CH2:3]1.C([O-])(=O)C.C([O-])(=O)C.C([O-])(=O)C.C([O-])(=O)C.[Pb+4].Cl. The catalyst is CO. The product is [CH3:1][C:2]1([CH3:21])[C:10]2[C:5](=[CH:6][CH:7]=[CH:8][CH:9]=2)[C@@H:4]([NH2:11])[CH2:3]1. The yield is 0.510. (4) The reactants are [F:1][C:2]1[C:7]([C:8]2[CH:13]=[CH:12][C:11]3[O:14][C@H:15]4[CH2:20][CH2:19][NH:18][CH2:17][C@@H:16]4[C:21]4([CH2:25][O:24][C:23]([NH:26][C:27](=[O:33])[O:28][C:29]([CH3:32])([CH3:31])[CH3:30])=[N:22]4)[C:10]=3[CH:9]=2)=[CH:6][CH:5]=[CH:4][N:3]=1.[CH3:34][CH:35]([CH3:41])[CH2:36][S:37](Cl)(=[O:39])=[O:38]. The catalyst is C(Cl)Cl. The product is [F:1][C:2]1[C:7]([C:8]2[CH:13]=[CH:12][C:11]3[O:14][C@H:15]4[CH2:20][CH2:19][N:18]([S:37]([CH2:36][CH:35]([CH3:41])[CH3:34])(=[O:39])=[O:38])[CH2:17][C@@H:16]4[C@@:21]4([CH2:25][O:24][C:23]([NH:26][C:27](=[O:33])[O:28][C:29]([CH3:30])([CH3:32])[CH3:31])=[N:22]4)[C:10]=3[CH:9]=2)=[CH:6][CH:5]=[CH:4][N:3]=1.[F:1][C:2]1[C:7]([C:8]2[CH:13]=[CH:12][C:11]3[O:14][C@H:15]4[CH2:20][CH2:19][N:18]([S:37]([CH2:36][CH:35]([CH3:41])[CH3:34])(=[O:39])=[O:38])[CH2:17][C@@H:16]4[C@:21]4([CH2:25][O:24][C:23]([NH:26][C:27](=[O:33])[O:28][C:29]([CH3:30])([CH3:32])[CH3:31])=[N:22]4)[C:10]=3[CH:9]=2)=[CH:6][CH:5]=[CH:4][N:3]=1. The yield is 0.237. (5) The reactants are [NH2:1][C:2]1[C:3]([C:12](=O)[CH2:13][Cl:14])=[CH:4][C:5]2[O:10][CH2:9][CH2:8][O:7][C:6]=2[CH:11]=1.C(N([CH2:21][CH3:22])CC)C.C([CH:25]([C:29](Cl)=[O:30])[C:26](Cl)=[O:27])C.Cl.[OH2:33]. The catalyst is C(#N)C. The product is [CH2:21]([O:33][C:29]([C:25]1[C:26](=[O:27])[NH:1][C:2]2[CH:11]=[C:6]3[O:7][CH2:8][CH2:9][O:10][C:5]3=[CH:4][C:3]=2[C:12]=1[CH2:13][Cl:14])=[O:30])[CH3:22]. The yield is 0.830. (6) The reactants are O1CCCCC1[N:7]1[C:15]2[C:10](=[CH:11][C:12]([C:16]#[N:17])=[CH:13][CH:14]=2)[C:9]([CH2:18][CH2:19][C:20]2[CH:25]=[CH:24][CH:23]=[CH:22][CH:21]=2)=[N:8]1.[N:26]([Sn](CCCC)(CCCC)CCCC)=[N+:27]=[N-:28]. The catalyst is C1(C)C=CC=CC=1. The product is [C:20]1([CH2:19][CH2:18][C:9]2[C:10]3[C:15](=[CH:14][CH:13]=[C:12]([C:16]4[N:17]=[N:26][NH:27][N:28]=4)[CH:11]=3)[NH:7][N:8]=2)[CH:25]=[CH:24][CH:23]=[CH:22][CH:21]=1. The yield is 0.370. (7) The reactants are [OH:1][C@@:2]1([C:9]#[C:10][C:11]2[CH:12]=[C:13]([N:17]3[C:25]4[CH:24]=[CH:23][N:22]=[CH:21][C:20]=4[C:19]([C:26]([O:28]C)=O)=[N:18]3)[CH:14]=[CH:15][CH:16]=2)[CH2:6][CH2:5][N:4]([CH3:7])[C:3]1=[O:8].[NH3:30]. No catalyst specified. The product is [OH:1][C@@:2]1([C:9]#[C:10][C:11]2[CH:12]=[C:13]([N:17]3[C:25]4[CH:24]=[CH:23][N:22]=[CH:21][C:20]=4[C:19]([C:26]([NH2:30])=[O:28])=[N:18]3)[CH:14]=[CH:15][CH:16]=2)[CH2:6][CH2:5][N:4]([CH3:7])[C:3]1=[O:8]. The yield is 0.330.